This data is from Forward reaction prediction with 1.9M reactions from USPTO patents (1976-2016). The task is: Predict the product of the given reaction. (1) Given the reactants [CH3:1][C:2]1([CH3:13])[C:10]2[C:5](=[C:6]([NH2:11])[CH:7]=[CH:8][CH:9]=2)[CH:4]([CH3:12])[CH2:3]1.[H][H], predict the reaction product. The product is: [CH3:1][C:2]1([CH3:13])[CH:10]2[CH:5]([CH:6]([NH2:11])[CH2:7][CH2:8][CH2:9]2)[CH:4]([CH3:12])[CH2:3]1. (2) Given the reactants [Br:1][C:2]1[CH:3]=[C:4]([CH:8]=[C:9]([I:11])[CH:10]=1)[C:5]([OH:7])=[O:6].C(=O)([O-])[O-].[K+].[K+].Br[CH2:19][CH2:20][O:21][CH2:22][C:23]1[CH:28]=[CH:27][CH:26]=[CH:25][CH:24]=1.O, predict the reaction product. The product is: [CH2:22]([O:21][CH2:20][CH2:19][O:6][C:5](=[O:7])[C:4]1[CH:8]=[C:9]([I:11])[CH:10]=[C:2]([Br:1])[CH:3]=1)[C:23]1[CH:28]=[CH:27][CH:26]=[CH:25][CH:24]=1.